Dataset: Reaction yield outcomes from USPTO patents with 853,638 reactions. Task: Predict the reaction yield, written as a fraction of the theoretical maximum amount of product (1.0 means a 100% yield; for example, 0.34 means a 34% yield). (1) The reactants are C1(P(N=[N+]=[N-])(C2C=CC=CC=2)=[O:8])C=CC=CC=1.[Cl:18][C:19]1[CH:34]=[CH:33][C:22]([CH2:23][CH:24]([C:29]([O:31][CH3:32])=[O:30])[CH2:25]C(O)=O)=[CH:21][CH:20]=1.C([N:37]([CH2:40]C)CC)C.[CH3:42][C:43]([OH:46])([CH3:45])[CH3:44]. No catalyst specified. The product is [C:43]([O:46][C:40]([NH:37][CH2:25][CH:24]([CH2:23][C:22]1[CH:21]=[CH:20][C:19]([Cl:18])=[CH:34][CH:33]=1)[C:29]([O:31][CH3:32])=[O:30])=[O:8])([CH3:45])([CH3:44])[CH3:42]. The yield is 0.310. (2) The reactants are CO[C:3]([C:5]1[N:6]=[C:7]([C:23]#[N:24])[C:8]2[C:13]([C:14]=1[OH:15])=[CH:12][CH:11]=[C:10]([O:16][C:17]1[CH:22]=[CH:21][CH:20]=[CH:19][CH:18]=1)[CH:9]=2)=[O:4].[NH2:25][C@H:26]([CH2:31][CH3:32])[CH2:27][C:28]([OH:30])=[O:29].C[O-].[Na+].CO.Cl. The catalyst is O. The product is [C:23]([C:7]1[C:8]2[C:13](=[CH:12][CH:11]=[C:10]([O:16][C:17]3[CH:22]=[CH:21][CH:20]=[CH:19][CH:18]=3)[CH:9]=2)[C:14]([OH:15])=[C:5]([C:3]([NH:25][C@H:26]([CH2:31][CH3:32])[CH2:27][C:28]([OH:30])=[O:29])=[O:4])[N:6]=1)#[N:24]. The yield is 0.730. (3) The reactants are Br[C:2]1[CH:15]=[CH:14][CH:13]=[CH:12][C:3]=1[N:4]([CH3:11])[C:5]1[CH:10]=[CH:9][CH:8]=[CH:7][CH:6]=1.[Li]CCCC.[CH3:21][C:22]([CH:24]([CH3:26])[CH3:25])=O.OS(O)(=O)=O. The catalyst is C1COCC1. The product is [CH:24]([C:22]1([CH3:21])[C:6]2[CH:7]=[CH:8][CH:9]=[CH:10][C:5]=2[N:4]([CH3:11])[C:3]2[C:2]1=[CH:15][CH:14]=[CH:13][CH:12]=2)([CH3:26])[CH3:25]. The yield is 0.600. (4) The reactants are OP(O)(O)=O.[C:6]([CH2:8][C:9]([O:11][CH2:12][CH3:13])=[O:10])#[N:7].[N:14]([O-])=[O:15].[Na+].Cl. The catalyst is O. The product is [C:6](/[C:8](=[N:14]/[OH:15])/[C:9]([O:11][CH2:12][CH3:13])=[O:10])#[N:7]. The yield is 0.690. (5) The reactants are [OH:1][CH:2]1[CH2:7][CH2:6][CH2:5][CH:4]([O:8][C:9]2[CH:14]=[CH:13][C:12]([N:15]3[C:20](=[O:21])[C:19]([CH2:22][C:23]4[CH:28]=[CH:27][C:26]([C:29]5[CH:34]=[CH:33][CH:32]=[CH:31][C:30]=5[C:35]5[NH:39][C:38](=[O:40])[O:37][N:36]=5)=[CH:25][CH:24]=4)=[C:18]([CH2:41][CH2:42][CH3:43])[N:17]=[C:16]3[CH3:44])=[CH:11][CH:10]=2)[CH2:3]1.CC(OI1(OC(C)=O)(OC(C)=O)OC(=O)C2C1=CC=CC=2)=O.C(OCC)(=O)C.S([O-])([O-])(=O)=S.[Na+].[Na+]. The catalyst is C(Cl)Cl.O. The product is [CH3:44][C:16]1[N:15]([C:12]2[CH:11]=[CH:10][C:9]([O:8][CH:4]3[CH2:5][CH2:6][CH2:7][C:2](=[O:1])[CH2:3]3)=[CH:14][CH:13]=2)[C:20](=[O:21])[C:19]([CH2:22][C:23]2[CH:28]=[CH:27][C:26]([C:29]3[CH:34]=[CH:33][CH:32]=[CH:31][C:30]=3[C:35]3[NH:39][C:38](=[O:40])[O:37][N:36]=3)=[CH:25][CH:24]=2)=[C:18]([CH2:41][CH2:42][CH3:43])[N:17]=1. The yield is 0.840. (6) The reactants are [Br:1]N1C(=O)CCC1=O.[CH3:9][O:10][C:11]([C:13]1[CH:18]=[CH:17][CH:16]=[C:15]([CH3:19])[N:14]=1)=[O:12]. The catalyst is C(Cl)(Cl)(Cl)Cl.C(OOC(=O)C1C=CC=CC=1)(=O)C1C=CC=CC=1. The product is [CH3:9][O:10][C:11]([C:13]1[CH:18]=[CH:17][CH:16]=[C:15]([CH2:19][Br:1])[N:14]=1)=[O:12]. The yield is 0.380.